Dataset: hERG Central: cardiac toxicity at 1µM, 10µM, and general inhibition. Task: Predict hERG channel inhibition at various concentrations. (1) The molecule is O=Cc1ccc(-n2nncc2-c2ccc([N+](=O)[O-])cc2)cc1. Results: hERG_inhib (hERG inhibition (general)): blocker. (2) The compound is Cc1cc(N2CCOCC2)n2cc(-c3ccccc3)nc2n1. Results: hERG_inhib (hERG inhibition (general)): blocker.